From a dataset of Forward reaction prediction with 1.9M reactions from USPTO patents (1976-2016). Predict the product of the given reaction. (1) The product is: [O:24]=[C:3]1[C@H:2]([NH:1][C:52]([N:47]2[CH2:46][CH2:45][CH:44]([N:42]3[CH:43]=[C:39]([C:33]4[CH:34]=[CH:35][CH:36]=[CH:37][CH:38]=4)[NH:40][C:41]3=[O:50])[CH2:49][CH2:48]2)=[O:51])[N:8]=[C:7]([C:9]2[CH:10]=[CH:11][CH:12]=[CH:13][CH:14]=2)[C:6]2[CH:15]=[CH:16][CH:17]=[CH:18][C:5]=2[N:4]1[CH2:19][C:20]([F:21])([F:23])[F:22]. Given the reactants [NH2:1][CH:2]1[N:8]=[C:7]([C:9]2[CH:14]=[CH:13][CH:12]=[CH:11][CH:10]=2)[C:6]2[CH:15]=[CH:16][CH:17]=[CH:18][C:5]=2[N:4]([CH2:19][C:20]([F:23])([F:22])[F:21])[C:3]1=[O:24].C(N(CC)CC)C.Cl.[C:33]1([C:39]2[NH:40][C:41](=[O:50])[N:42]([CH:44]3[CH2:49][CH2:48][NH:47][CH2:46][CH2:45]3)[CH:43]=2)[CH:38]=[CH:37][CH:36]=[CH:35][CH:34]=1.[O:51]1CCC[CH2:52]1, predict the reaction product. (2) Given the reactants [ClH:1].[CH3:2][N:3]([CH2:5][C:6]1[C:14]2[O:13][N:12]=[C:11]([CH2:15][CH2:16][CH:17]3[CH2:22][CH2:21][N:20]([CH2:23][C:24]4[CH:29]=[CH:28][CH:27]=[CH:26][CH:25]=4)[CH2:19][CH2:18]3)[C:10]=2[CH:9]=[CH:8][C:7]=1[CH2:30][O:31][CH2:32][CH3:33])[CH3:4], predict the reaction product. The product is: [ClH:1].[ClH:1].[CH3:2][N:3]([CH2:5][C:6]1[C:14]2[O:13][N:12]=[C:11]([CH2:15][CH2:16][CH:17]3[CH2:22][CH2:21][N:20]([CH2:23][C:24]4[CH:25]=[CH:26][CH:27]=[CH:28][CH:29]=4)[CH2:19][CH2:18]3)[C:10]=2[CH:9]=[CH:8][C:7]=1[CH2:30][O:31][CH2:32][CH3:33])[CH3:4]. (3) Given the reactants [Cl:1][C:2]1[CH:7]=[CH:6][C:5]([CH:8](Br)Br)=[C:4]([F:11])[C:3]=1[O:12][C:13]1[CH:18]=[CH:17][CH:16]=[CH:15][CH:14]=1.C([OH:22])(C)C, predict the reaction product. The product is: [Cl:1][C:2]1[CH:7]=[CH:6][C:5]([CH:8]=[O:22])=[C:4]([F:11])[C:3]=1[O:12][C:13]1[CH:18]=[CH:17][CH:16]=[CH:15][CH:14]=1.